This data is from Reaction yield outcomes from USPTO patents with 853,638 reactions. The task is: Predict the reaction yield, written as a fraction of the theoretical maximum amount of product (1.0 means a 100% yield; for example, 0.34 means a 34% yield). (1) The reactants are [F:1][C:2]([F:14])([F:13])[O:3][C:4]1[CH:12]=[CH:11][C:7]([C:8]([OH:10])=O)=[CH:6][CH:5]=1.CCN(C(C)C)C(C)C.CN(C(ON1N=NC2C=CC=NC1=2)=[N+](C)C)C.F[P-](F)(F)(F)(F)F.[NH2:48][C:49]([C:72]#[N:73])([CH3:71])[CH2:50][O:51][C:52]1[CH:53]=[CH:54][C:55]2[CH2:59][O:58][B:57]([OH:60])[C:56]=2[C:61]=1[CH2:62][NH:63][C:64](=[O:70])[O:65][C:66]([CH3:69])([CH3:68])[CH3:67]. The catalyst is CN(C=O)C. The product is [C:72]([C:49]([NH:48][C:8](=[O:10])[C:7]1[CH:6]=[CH:5][C:4]([O:3][C:2]([F:1])([F:14])[F:13])=[CH:12][CH:11]=1)([CH3:71])[CH2:50][O:51][C:52]1[CH:53]=[CH:54][C:55]2[CH2:59][O:58][B:57]([OH:60])[C:56]=2[C:61]=1[CH2:62][NH:63][C:64](=[O:70])[O:65][C:66]([CH3:67])([CH3:68])[CH3:69])#[N:73]. The yield is 0.400. (2) The yield is 0.870. The catalyst is C(OCC)(=O)C.CCCCCC. The product is [CH3:1][C:2]1[CH:3]=[CH:4][C:5]([C:8]2[C:16]3[C:15]([CH3:17])=[CH:14][C:13]([CH3:18])=[C:12]([CH3:19])[C:11]=3[O:10][CH:9]=2)=[N:6][CH:7]=1. The reactants are [CH3:1][C:2]1[CH:3]=[CH:4][C:5]([C:8](=O)[CH2:9][O:10][C:11]2[CH:16]=[C:15]([CH3:17])[CH:14]=[C:13]([CH3:18])[C:12]=2[CH3:19])=[N:6][CH:7]=1.